This data is from Reaction yield outcomes from USPTO patents with 853,638 reactions. The task is: Predict the reaction yield, written as a fraction of the theoretical maximum amount of product (1.0 means a 100% yield; for example, 0.34 means a 34% yield). (1) The reactants are Br[C:2]1[CH:3]=[C:4]([CH2:8][C@H:9]([OH:17])[CH2:10][C:11]2[CH:16]=[CH:15][CH:14]=[CH:13][CH:12]=2)[CH:5]=[CH:6][CH:7]=1.[C:18]([O:22][C:23]([N:25]1[CH2:28][CH2:27][C@H:26]1[CH2:29][O:30][C:31]1[CH:32]=[N:33][CH:34]=[C:35]([Sn](C)(C)C)[CH:36]=1)=[O:24])([CH3:21])([CH3:20])[CH3:19].C(Cl)(Cl)Cl.[F-].[Cs+].P(C(C)(C)C)(C(C)(C)C)C(C)(C)C. The catalyst is CN1CCCC1=O.C1C=CC(/C=C/C(/C=C/C2C=CC=CC=2)=O)=CC=1.C1C=CC(/C=C/C(/C=C/C2C=CC=CC=2)=O)=CC=1.C1C=CC(/C=C/C(/C=C/C2C=CC=CC=2)=O)=CC=1.[Pd].[Pd]. The product is [C:18]([O:22][C:23]([N:25]1[CH2:28][CH2:27][C@H:26]1[CH2:29][O:30][C:31]1[CH:36]=[C:35]([C:2]2[CH:3]=[C:4]([CH2:8][C@H:9]([OH:17])[CH2:10][C:11]3[CH:16]=[CH:15][CH:14]=[CH:13][CH:12]=3)[CH:5]=[CH:6][CH:7]=2)[CH:34]=[N:33][CH:32]=1)=[O:24])([CH3:21])([CH3:19])[CH3:20]. The yield is 0.800. (2) The reactants are [CH2:1]([C:3]1[O:4][CH:5]=[C:6](/[CH:8]=[CH:9]/[C:10]2[C:11]([O:21][CH2:22][C:23]3[CH:48]=[CH:47][C:26]([O:27][CH2:28][C:29]4[N:30]=[C:31]([C:35]5[CH:40]=[CH:39][C:38]([CH2:41][C:42]([O:44]CC)=[O:43])=[CH:37][CH:36]=5)[O:32][C:33]=4[CH3:34])=[C:25]([O:49][CH3:50])[CH:24]=3)=[N:12][N:13]([C:15]3[CH:20]=[CH:19][CH:18]=[CH:17][CH:16]=3)[CH:14]=2)[N:7]=1)[CH3:2].O1CCCC1.[OH-].[Na+].Cl. The catalyst is C(O)C. The product is [CH2:1]([C:3]1[O:4][CH:5]=[C:6](/[CH:8]=[CH:9]/[C:10]2[C:11]([O:21][CH2:22][C:23]3[CH:48]=[CH:47][C:26]([O:27][CH2:28][C:29]4[N:30]=[C:31]([C:35]5[CH:36]=[CH:37][C:38]([CH2:41][C:42]([OH:44])=[O:43])=[CH:39][CH:40]=5)[O:32][C:33]=4[CH3:34])=[C:25]([O:49][CH3:50])[CH:24]=3)=[N:12][N:13]([C:15]3[CH:16]=[CH:17][CH:18]=[CH:19][CH:20]=3)[CH:14]=2)[N:7]=1)[CH3:2]. The yield is 0.370.